Dataset: Forward reaction prediction with 1.9M reactions from USPTO patents (1976-2016). Task: Predict the product of the given reaction. Given the reactants [CH3:1][C:2]1[C:24]2[N-:25][C:4](=[CH:5][C:6]3[N-:10][C:9]([CH:11]=[C:12]4[N:16]=[C:15]([CH:17]=[C:18]5[N:22]=[C:21]([CH:23]=2)[C:20]([CH:26]=[CH2:27])=[C:19]5[CH3:28])[C:14]([CH:29]=[CH2:30])=[C:13]4[CH3:31])=[C:8]([CH3:32])[C:7]=3[CH2:33][CH2:34][C:35]([OH:37])=[O:36])[C:3]=1[CH2:38][CH2:39][C:40]([OH:42])=[O:41].[Cl-].[Fe+3:44].Cl.CCCCCCCCCCCCOS([O-])(=O)=O.[Na+].C(=O)(O)[O-].[Na+], predict the reaction product. The product is: [CH3:31][C:13]1[C:12]2[N-:16][C:15](=[CH:17][C:18]3[C:19]([CH3:28])=[C:20]([CH:26]=[CH2:27])[C:21](=[CH:23][C:24]4[N-:25][C:4]([CH:5]=[C:6]5[N:10]=[C:9]([CH:11]=2)[C:8]([CH3:32])=[C:7]5[CH2:33][CH2:34][C:35]([OH:37])=[O:36])=[C:3]([CH2:38][CH2:39][C:40]([O-:42])=[O:41])[C:2]=4[CH3:1])[N:22]=3)[C:14]=1[CH:29]=[CH2:30].[CH3:31][C:13]1[C:12]2[N-:16][C:15](=[CH:17][C:18]3[C:19]([CH3:28])=[C:20]([CH:26]=[CH2:27])[C:21](=[CH:23][C:24]4[N-:25][C:4]([CH:5]=[C:6]5[N:10]=[C:9]([CH:11]=2)[C:8]([CH3:32])=[C:7]5[CH2:33][CH2:34][C:35]([O-:37])=[O:36])=[C:3]([CH2:38][CH2:39][C:40]([OH:42])=[O:41])[C:2]=4[CH3:1])[N:22]=3)[C:14]=1[CH:29]=[CH2:30].[Fe:44].[Fe:44].